Task: Predict the product of the given reaction.. Dataset: Forward reaction prediction with 1.9M reactions from USPTO patents (1976-2016) (1) Given the reactants C(OC([N:8]1[CH2:13][CH2:12][CH2:11][C@@H:10]([NH:14][C:15]2[N:20]=[CH:19][C:18]([Br:21])=[CH:17][N:16]=2)[CH2:9]1)=O)(C)(C)C.C(O)(C(F)(F)F)=O, predict the reaction product. The product is: [Br:21][C:18]1[CH:17]=[N:16][C:15]([NH:14][C@@H:10]2[CH2:11][CH2:12][CH2:13][NH:8][CH2:9]2)=[N:20][CH:19]=1. (2) Given the reactants [CH:1]1([CH:7]2[CH2:19][C:18]3[C:17]4[C:12](=[CH:13][CH:14]=[C:15]([C:20]([N:22]5[CH2:27][CH2:26][CH:25]([CH3:28])[CH2:24][CH2:23]5)=[O:21])[CH:16]=4)[NH:11][C:10]=3[CH2:9][CH2:8]2)[CH2:6][CH2:5][CH2:4][CH2:3][CH2:2]1.[H-].[Na+].[CH2:31]([S:33](Cl)(=[O:35])=[O:34])[CH3:32], predict the reaction product. The product is: [CH:1]1([CH:7]2[CH2:19][C:18]3[C:17]4[C:12](=[CH:13][CH:14]=[C:15]([C:20]([N:22]5[CH2:27][CH2:26][CH:25]([CH3:28])[CH2:24][CH2:23]5)=[O:21])[CH:16]=4)[N:11]([S:33]([CH2:31][CH3:32])(=[O:35])=[O:34])[C:10]=3[CH2:9][CH2:8]2)[CH2:2][CH2:3][CH2:4][CH2:5][CH2:6]1.